From a dataset of Reaction yield outcomes from USPTO patents with 853,638 reactions. Predict the reaction yield, written as a fraction of the theoretical maximum amount of product (1.0 means a 100% yield; for example, 0.34 means a 34% yield). (1) The reactants are [CH:1]1([NH:6][C:7]2[CH:8]=[C:9]([F:25])[CH:10]=[C:11]3[C:15]=2[NH:14][C:13]([C:16]2[S:17][CH2:18][C@@H:19]([CH2:21][C:22]([OH:24])=[O:23])[N:20]=2)=[CH:12]3)[CH2:5][CH2:4][CH2:3][CH2:2]1.[C:26](Cl)(=O)[CH3:27]. The catalyst is C(O)C.C(OCC)(=O)C. The product is [CH2:26]([O:23][C:22](=[O:24])[CH2:21][C@@H:19]1[CH2:18][S:17][C:16]([C:13]2[NH:14][C:15]3[C:11]([CH:12]=2)=[CH:10][C:9]([F:25])=[CH:8][C:7]=3[NH:6][CH:1]2[CH2:2][CH2:3][CH2:4][CH2:5]2)=[N:20]1)[CH3:27]. The yield is 0.580. (2) The reactants are [CH2:1]([N:4]([CH2:12][C:13](N(OC)C)=[O:14])[C:5](=[O:11])[O:6][C:7]([CH3:10])([CH3:9])[CH3:8])[CH:2]=[CH2:3].[S:19]1[CH:23]=[CH:22][CH:21]=[C:20]1[Li]. The catalyst is O1CCCC1. The product is [CH2:1]([N:4]([CH2:12][C:13](=[O:14])[C:20]1[S:19][CH:23]=[CH:22][CH:21]=1)[C:5](=[O:11])[O:6][C:7]([CH3:8])([CH3:9])[CH3:10])[CH:2]=[CH2:3]. The yield is 0.560. (3) The reactants are C(=O)([O-])[O-].[Cs+].[Cs+].[F:7][C:8]1[CH:13]=[CH:12][C:11]([SH:14])=[CH:10][CH:9]=1.I[C:16]1[CH:17]=[C:18]([CH:22]=[CH:23][CH:24]=1)[C:19]([OH:21])=[O:20]. The catalyst is [Cu]=O.CN1CCCC1=O. The product is [F:7][C:8]1[CH:13]=[CH:12][C:11]([S:14][C:16]2[CH:17]=[C:18]([CH:22]=[CH:23][CH:24]=2)[C:19]([OH:21])=[O:20])=[CH:10][CH:9]=1. The yield is 0.820. (4) The reactants are [Br:1][C:2]1[CH:11]=[C:10]([CH2:12][OH:13])[C:9]2[C:4](=[CH:5][CH:6]=[CH:7][CH:8]=2)[C:3]=1[CH2:14][OH:15].[CH3:16][O:17][C:18]([CH3:20])=[CH2:19].[C:21](=[O:24])([O-])[O-].[K+].[K+].[CH2:27]1[CH2:31]OC[CH2:28]1. The catalyst is C1(C)C=CC(S([O-])(=O)=O)=CC=1.[NH+]1C=CC=CC=1. The product is [Br:1][C:2]1[CH:11]=[C:10]([CH2:12][O:13][C:18]([CH3:20])([O:17][CH3:16])[CH3:19])[C:9]2[C:4](=[CH:5][CH:6]=[CH:7][CH:8]=2)[C:3]=1[CH2:14][O:15][C:27]([O:24][CH3:21])([CH3:31])[CH3:28]. The yield is 1.00. (5) No catalyst specified. The product is [CH3:13][C:6]1[NH:5][C:4]([CH:3]=[O:2])=[N:8][C:7]=1[C:9]([F:12])([F:10])[F:11]. The yield is 0.0790. The reactants are C[O:2][CH:3](OC)[C:4]1[NH:5][C:6]([CH3:13])=[C:7]([C:9]([F:12])([F:11])[F:10])[N:8]=1.S(=O)(=O)(O)O. (6) The catalyst is ClCCl. The reactants are C(O[C:5](=[O:7])[CH3:6])(=O)C.[Cl:8][C:9]1[CH:17]=[CH:16][CH:15]=[C:14]2[C:10]=1[CH2:11][NH:12][CH2:13]2.CC1C=CN=C(N)C=1C.C(N(CC)CC)C.[OH-].[Na+]. The product is [C:5]([N:12]1[CH2:11][C:10]2[C:14](=[CH:15][CH:16]=[CH:17][C:9]=2[Cl:8])[CH2:13]1)(=[O:7])[CH3:6]. The yield is 0.730.